This data is from Reaction yield outcomes from USPTO patents with 853,638 reactions. The task is: Predict the reaction yield, written as a fraction of the theoretical maximum amount of product (1.0 means a 100% yield; for example, 0.34 means a 34% yield). (1) The reactants are [Br:1][C:2]1[CH:7]=[C:6]([N+]([O-])=O)[CH:5]=[C:4]([CH3:11])[N+:3]=1[O-:12].[O-:13][CH2:14][CH3:15].[Na+]. The catalyst is C(O)C. The product is [Br:1][C:2]1[CH:7]=[C:6]([O:13][CH2:14][CH3:15])[CH:5]=[C:4]([CH3:11])[N+:3]=1[O-:12]. The yield is 0.840. (2) The reactants are [CH3:1][S:2][C:3]1[S:4][C:5]2[CH:11]=[C:10]([CH2:12]O)[CH:9]=[CH:8][C:6]=2[N:7]=1.CCN(C(C)C)C(C)C.CS([Cl:27])(=O)=O.O. The catalyst is C(Cl)Cl. The product is [Cl:27][CH2:12][C:10]1[CH:9]=[CH:8][C:6]2[N:7]=[C:3]([S:2][CH3:1])[S:4][C:5]=2[CH:11]=1. The yield is 0.880.